Dataset: NCI-60 drug combinations with 297,098 pairs across 59 cell lines. Task: Regression. Given two drug SMILES strings and cell line genomic features, predict the synergy score measuring deviation from expected non-interaction effect. (1) Drug 1: CC12CCC3C(C1CCC2=O)CC(=C)C4=CC(=O)C=CC34C. Drug 2: C1CN(CCN1C(=O)CCBr)C(=O)CCBr. Cell line: M14. Synergy scores: CSS=43.9, Synergy_ZIP=-0.205, Synergy_Bliss=4.76, Synergy_Loewe=1.70, Synergy_HSA=1.72. (2) Drug 1: CC1=CC2C(CCC3(C2CCC3(C(=O)C)OC(=O)C)C)C4(C1=CC(=O)CC4)C. Drug 2: CCCS(=O)(=O)NC1=C(C(=C(C=C1)F)C(=O)C2=CNC3=C2C=C(C=N3)C4=CC=C(C=C4)Cl)F. Cell line: HL-60(TB). Synergy scores: CSS=3.63, Synergy_ZIP=4.21, Synergy_Bliss=14.4, Synergy_Loewe=0.540, Synergy_HSA=1.17. (3) Drug 1: CN1C2=C(C=C(C=C2)N(CCCl)CCCl)N=C1CCCC(=O)O.Cl. Drug 2: CCCCCOC(=O)NC1=NC(=O)N(C=C1F)C2C(C(C(O2)C)O)O. Cell line: SF-268. Synergy scores: CSS=-0.873, Synergy_ZIP=0.594, Synergy_Bliss=-0.583, Synergy_Loewe=-2.07, Synergy_HSA=-1.81. (4) Drug 1: COC1=C(C=C2C(=C1)N=CN=C2NC3=CC(=C(C=C3)F)Cl)OCCCN4CCOCC4. Drug 2: CCC1(CC2CC(C3=C(CCN(C2)C1)C4=CC=CC=C4N3)(C5=C(C=C6C(=C5)C78CCN9C7C(C=CC9)(C(C(C8N6C)(C(=O)OC)O)OC(=O)C)CC)OC)C(=O)OC)O.OS(=O)(=O)O. Cell line: HOP-62. Synergy scores: CSS=43.0, Synergy_ZIP=0.0785, Synergy_Bliss=7.94, Synergy_Loewe=9.33, Synergy_HSA=9.86. (5) Cell line: SW-620. Synergy scores: CSS=3.53, Synergy_ZIP=-2.98, Synergy_Bliss=-6.46, Synergy_Loewe=-19.3, Synergy_HSA=-10.3. Drug 1: CCC1(CC2CC(C3=C(CCN(C2)C1)C4=CC=CC=C4N3)(C5=C(C=C6C(=C5)C78CCN9C7C(C=CC9)(C(C(C8N6C)(C(=O)OC)O)OC(=O)C)CC)OC)C(=O)OC)O.OS(=O)(=O)O. Drug 2: B(C(CC(C)C)NC(=O)C(CC1=CC=CC=C1)NC(=O)C2=NC=CN=C2)(O)O. (6) Drug 1: CN(CCCl)CCCl.Cl. Drug 2: C1=NNC2=C1C(=O)NC=N2. Cell line: HCT116. Synergy scores: CSS=35.7, Synergy_ZIP=-0.497, Synergy_Bliss=-1.39, Synergy_Loewe=-19.1, Synergy_HSA=-3.36.